This data is from Retrosynthesis with 50K atom-mapped reactions and 10 reaction types from USPTO. The task is: Predict the reactants needed to synthesize the given product. (1) Given the product O=C(/C=C/c1ccc(F)cc1F)N1C(=O)OC[C@@H]1Cc1ccccc1, predict the reactants needed to synthesize it. The reactants are: CC(C)(C)OC(=O)OC(=O)/C=C/c1ccc(F)cc1F.O=C1N[C@@H](Cc2ccccc2)CO1. (2) Given the product COc1ccc(Cn2ncc3c(Cl)c(CNc4c(F)c(OC)cc(OC)c4F)cnc32)cc1, predict the reactants needed to synthesize it. The reactants are: COc1cc(OC)c(F)c(N)c1F.COc1ccc(Cn2ncc3c(Cl)c(CCl)cnc32)cc1. (3) Given the product CC(=O)N1CCC[C@H](NC(=O)c2c[nH]c3c(-c4c(OCC5CC5)ccc5c4OCO5)ncnc23)C1, predict the reactants needed to synthesize it. The reactants are: CC(=O)Cl.O=C(N[C@H]1CCCNC1)c1c[nH]c2c(-c3c(OCC4CC4)ccc4c3OCO4)ncnc12. (4) Given the product NC(=O)c1cc(-c2cnc(Nc3ccc(NC(=O)Cc4ccccc4)nc3)c3ncnn23)cs1, predict the reactants needed to synthesize it. The reactants are: NC(=O)c1cc(B(O)O)cs1.O=C(Cc1ccccc1)Nc1ccc(Nc2ncc(Br)n3ncnc23)cn1. (5) Given the product CC(C)(C)c1noc(N2CCC(N(C(=O)c3ccc(-c4cnco4)c(F)c3)C3CC3)CC2)n1, predict the reactants needed to synthesize it. The reactants are: CC(C)(C)c1noc(N2CCC(NC3CC3)CC2)n1.O=C(O)c1ccc(-c2cnco2)c(F)c1. (6) Given the product COc1cc(Oc2cc3c(cc2OC)CCN(CC(=O)NC2CCc4ccccc42)C3Cc2ccc(OC)c(OC)c2)nc(OC)n1, predict the reactants needed to synthesize it. The reactants are: COc1cc(Cl)nc(OC)n1.COc1cc2c(cc1O)C(Cc1ccc(OC)c(OC)c1)N(CC(=O)NC1CCc3ccccc31)CC2. (7) Given the product O[C@@H](CBr)c1ccccc1, predict the reactants needed to synthesize it. The reactants are: O=C(CBr)c1ccccc1. (8) Given the product CCCCCCCOc1cccc(CNC(=O)c2cccnc2N)c1F, predict the reactants needed to synthesize it. The reactants are: CCCCCCCI.Nc1ncccc1C(=O)NCc1cccc(O)c1F. (9) Given the product COc1cc2nccc(Oc3ccc(-c4cnc(Nc5ccccc5)nc4)cc3F)c2cc1OC, predict the reactants needed to synthesize it. The reactants are: COc1cc2nccc(Cl)c2cc1OC.Oc1ccc(-c2cnc(Nc3ccccc3)nc2)cc1F.